Dataset: Forward reaction prediction with 1.9M reactions from USPTO patents (1976-2016). Task: Predict the product of the given reaction. (1) Given the reactants [Br:1][C:2]1[CH:3]=[C:4]([CH2:8][N:9]2[C:14](=[O:15])[C:13]([C:16]([O:18][CH2:19][CH3:20])=[O:17])=[C:12]([OH:21])[C:11]([CH:22]([CH3:24])[CH3:23])=[N:10]2)[CH:5]=[CH:6][CH:7]=1.OC1C(C(C)C)=NNC(=O)[C:27]=1[C:36]([O:38]CC)=[O:37].[H-].[Na+].BrC1C=C(C=CC=1)CBr.C[N:53](C)C=O, predict the reaction product. The product is: [Br:1][C:2]1[CH:3]=[C:4]([CH2:8][N:9]2[C:14](=[O:15])[C:13]([C:16]([NH:53][CH2:27][C:36]([OH:38])=[O:37])=[O:17])=[C:12]([OH:21])[C:11]([CH:22]([CH3:24])[CH3:23])=[N:10]2)[CH:5]=[CH:6][CH:7]=1.[Br:1][C:2]1[CH:3]=[C:4]([CH2:8][N:9]2[C:14](=[O:15])[C:13]([C:16]([O:18][CH2:19][CH3:20])=[O:17])=[C:12]([OH:21])[C:11]([CH:22]([CH3:23])[CH3:24])=[N:10]2)[CH:5]=[CH:6][CH:7]=1. (2) Given the reactants CN(C(ON1N=NC2C=CC=NC1=2)=[N+](C)C)C.F[P-](F)(F)(F)(F)F.[F:25][CH:26]([F:29])[CH2:27][NH2:28].[CH2:30]([N:32]([CH2:55][C:56](O)=[O:57])[C:33]([C:35]1[CH:36]=[C:37]2[C:45](=[CH:46][CH:47]=1)[N:44]([CH3:48])[C:43]1[CH2:42][CH2:41][CH:40]([CH:49]3[CH2:54][CH2:53][O:52][CH2:51][CH2:50]3)[CH2:39][C:38]2=1)=[O:34])[CH3:31].C(N(CC)C(C)C)(C)C, predict the reaction product. The product is: [F:25][CH:26]([F:29])[CH2:27][NH:28][C:56](=[O:57])[CH2:55][N:32]([CH2:30][CH3:31])[C:33]([C:35]1[CH:36]=[C:37]2[C:45](=[CH:46][CH:47]=1)[N:44]([CH3:48])[C:43]1[CH2:42][CH2:41][CH:40]([CH:49]3[CH2:54][CH2:53][O:52][CH2:51][CH2:50]3)[CH2:39][C:38]2=1)=[O:34]. (3) The product is: [OH:35][CH2:34][CH2:33][C@H:32]([NH:31][C:13]([CH:9]1[N:8]([C:6]([O:5][C:1]([CH3:2])([CH3:3])[CH3:4])=[O:7])[CH2:12][CH2:11][S:10]1)=[O:15])[C:36]1[CH:41]=[CH:40][CH:39]=[CH:38][CH:37]=1. Given the reactants [C:1]([O:5][C:6]([N:8]1[CH2:12][CH2:11][S:10][CH:9]1[C:13]([OH:15])=O)=[O:7])([CH3:4])([CH3:3])[CH3:2].CN1CCOCC1.C(OC(Cl)=O)C(C)C.[NH2:31][C@H:32]([C:36]1[CH:41]=[CH:40][CH:39]=[CH:38][CH:37]=1)[CH2:33][CH2:34][OH:35], predict the reaction product. (4) Given the reactants [CH3:1][NH:2][C:3]([C:5]1[N:6]([CH3:32])[C:7]([CH2:20][NH:21][S:22]([C:25]2[C:26]([CH3:31])=[CH:27][CH:28]=[CH:29][CH:30]=2)(=[O:24])=[O:23])=[CH:8][C:9](=[O:19])[C:10]=1[O:11]CC1C=CC=CC=1)=[O:4].C1(S(C(N)C2N(C)C(C(O)=O)=C(O)C(=O)C=2)(=O)=O)C=CC=CC=1, predict the reaction product. The product is: [CH3:1][NH:2][C:3]([C:5]1[N:6]([CH3:32])[C:7]([CH2:20][NH:21][S:22]([C:25]2[C:26]([CH3:31])=[CH:27][CH:28]=[CH:29][CH:30]=2)(=[O:23])=[O:24])=[CH:8][C:9](=[O:19])[C:10]=1[OH:11])=[O:4]. (5) Given the reactants C1(P(C2C=CC=CC=2)C2C=CC=CC=2)C=CC=CC=1.N(C(OCC)=O)=NC(OCC)=O.[CH3:32][C@:33]12[CH2:49][CH2:48][C@H:47](O)[CH2:46][C:45]1=[CH:44][CH2:43][CH:42]1[CH:34]2[CH2:35][CH2:36][C@@:37]2([CH3:62])[CH:41]1[CH2:40][CH2:39][C@H:38]2[N:51]1[CH:55]=[C:54]([C:56]2[CH:61]=[CH:60][CH:59]=[CH:58][CH:57]=2)[N:53]=[N:52]1.C1(P([N:77]=[N+:78]=[N-:79])(C2C=CC=CC=2)=O)C=CC=CC=1, predict the reaction product. The product is: [N:77]([C@H:47]1[CH2:46][C:45]2[C@@:33]([CH3:32])([CH:34]3[CH:42]([CH2:43][CH:44]=2)[CH:41]2[C@@:37]([CH3:62])([C@H:38]([N:51]4[CH:55]=[C:54]([C:56]5[CH:57]=[CH:58][CH:59]=[CH:60][CH:61]=5)[N:53]=[N:52]4)[CH2:39][CH2:40]2)[CH2:36][CH2:35]3)[CH2:49][CH2:48]1)=[N+:78]=[N-:79]. (6) Given the reactants [CH3:1][CH:2]([CH3:19])[CH:3]([CH2:10][C:11]1[CH:16]=[CH:15][CH:14]=[C:13]([O:17][CH3:18])[CH:12]=1)[CH2:4][C:5]([O:7]CC)=[O:6].[OH-].[Na+], predict the reaction product. The product is: [CH3:1][CH:2]([CH3:19])[CH:3]([CH2:10][C:11]1[CH:16]=[CH:15][CH:14]=[C:13]([O:17][CH3:18])[CH:12]=1)[CH2:4][C:5]([OH:7])=[O:6]. (7) Given the reactants [Br:1][C:2]1[CH:3]=[C:4]2[C:9](=[CH:10][CH:11]=1)[N:8]=[CH:7][N:6]=[C:5]2Cl.[I-:13].[Na+].C(#N)CC, predict the reaction product. The product is: [Br:1][C:2]1[CH:3]=[C:4]2[C:9](=[CH:10][CH:11]=1)[N:8]=[CH:7][N:6]=[C:5]2[I:13]. (8) Given the reactants [NH2:1][C@@H:2]1[CH2:7][CH2:6][CH2:5][N:4]([C:8]([O:10][C:11]([CH3:14])([CH3:13])[CH3:12])=[O:9])[CH2:3]1.[Cl:15][C:16]1[N:21]=[C:20]([N:22]2[CH2:27][CH2:26][O:25][CH2:24][CH2:23]2)[C:19]([F:28])=[C:18](Cl)[N:17]=1, predict the reaction product. The product is: [Cl:15][C:16]1[N:17]=[C:18]([NH:1][C@@H:2]2[CH2:7][CH2:6][CH2:5][N:4]([C:8]([O:10][C:11]([CH3:14])([CH3:13])[CH3:12])=[O:9])[CH2:3]2)[C:19]([F:28])=[C:20]([N:22]2[CH2:23][CH2:24][O:25][CH2:26][CH2:27]2)[N:21]=1.